From a dataset of TCR-epitope binding with 47,182 pairs between 192 epitopes and 23,139 TCRs. Binary Classification. Given a T-cell receptor sequence (or CDR3 region) and an epitope sequence, predict whether binding occurs between them. (1) The epitope is YLNTLTLAV. The TCR CDR3 sequence is CASSRTDEAFF. Result: 1 (the TCR binds to the epitope). (2) The epitope is ATVVIGTSK. The TCR CDR3 sequence is CASSLDRDGYGYTF. Result: 0 (the TCR does not bind to the epitope). (3) The epitope is KLWAQCVQL. The TCR CDR3 sequence is CASRLYEQYF. Result: 1 (the TCR binds to the epitope). (4) The epitope is RIFTIGTVTLK. The TCR CDR3 sequence is CSVPGGIYGYTF. Result: 1 (the TCR binds to the epitope). (5) The epitope is FVDGVPFVV. The TCR CDR3 sequence is CASSRLRDGGGYNSPLHF. Result: 0 (the TCR does not bind to the epitope). (6) The epitope is SLFNTVATLY. The TCR CDR3 sequence is CASSSPLDGYEQYF. Result: 0 (the TCR does not bind to the epitope). (7) The epitope is GTSGSPIINR. The TCR CDR3 sequence is CASSVDGDPSLDEQFF. Result: 1 (the TCR binds to the epitope). (8) The epitope is FLNRFTTTL. The TCR CDR3 sequence is CASSQVGGLETQYF. Result: 1 (the TCR binds to the epitope). (9) The epitope is TPRVTGGGAM. The TCR CDR3 sequence is CASSSAEPYNSPLHF. Result: 1 (the TCR binds to the epitope).